This data is from Reaction yield outcomes from USPTO patents with 853,638 reactions. The task is: Predict the reaction yield, written as a fraction of the theoretical maximum amount of product (1.0 means a 100% yield; for example, 0.34 means a 34% yield). (1) The reactants are [Br:1][C:2]1[CH:3]=[C:4]2[C:8](=[C:9]([Cl:11])[CH:10]=1)[NH:7][C:6]1[CH2:12][CH:13]3[NH:17][CH:16]([C:5]2=1)[CH2:15][CH2:14]3.[C:18]([O:22][C:23](O[C:23]([O:22][C:18]([CH3:21])([CH3:20])[CH3:19])=[O:24])=[O:24])([CH3:21])([CH3:20])[CH3:19].C(=O)([O-])[O-].[K+].[K+]. The catalyst is CC(O)C.O. The product is [Br:1][C:2]1[CH:10]=[C:9]([Cl:11])[C:8]2[NH:7][C:6]3[CH2:12][CH:13]4[NH:17][CH:16]([C:5]=3[C:4]=2[C:3]=1[C:23]([O:22][C:18]([CH3:21])([CH3:20])[CH3:19])=[O:24])[CH2:15][CH2:14]4. The yield is 0.820. (2) The reactants are [Cl:1][C:2]1[N:7]=[CH:6][C:5]([S:8]([N:11]([CH:15]2[CH2:19][CH2:18][CH2:17][CH2:16]2)CC=C)(=[O:10])=[O:9])=[CH:4][CH:3]=1.C[N+]1([O-])CC[O:24]CC1.[CH3:28][C:29]([OH:32])(C)[CH3:30]. The catalyst is O.O=[Os](=O)(=O)=O. The product is [Cl:1][C:2]1[N:7]=[CH:6][C:5]([S:8]([N:11]([CH:15]2[CH2:19][CH2:18][CH2:17][CH2:16]2)[CH2:28][CH:29]([OH:32])[CH2:30][OH:24])(=[O:10])=[O:9])=[CH:4][CH:3]=1. The yield is 0.750. (3) The reactants are [CH3:1][O:2][C:3]1[CH:4]=[C:5]2[C:10](=[CH:11][C:12]=1[O:13][CH3:14])[N:9]=[CH:8][N:7]=[C:6]2[S:15][C:16]1[CH:17]=[C:18]([CH:20]=[CH:21][CH:22]=1)[NH2:19].[CH:23]([C:26]1[CH:30]=[C:29]([NH:31][C:32](=O)[O:33]C2C=CC=CC=2)[N:28]([C:41]2[CH:42]=[N:43][CH:44]=[CH:45][CH:46]=2)[N:27]=1)([CH3:25])[CH3:24]. The catalyst is C1COCC1.CN(C1C=CN=CC=1)C. The product is [CH3:1][O:2][C:3]1[CH:4]=[C:5]2[C:10](=[CH:11][C:12]=1[O:13][CH3:14])[N:9]=[CH:8][N:7]=[C:6]2[S:15][C:16]1[CH:17]=[C:18]([NH:19][C:32]([NH:31][C:29]2[N:28]([C:41]3[CH:42]=[N:43][CH:44]=[CH:45][CH:46]=3)[N:27]=[C:26]([CH:23]([CH3:25])[CH3:24])[CH:30]=2)=[O:33])[CH:20]=[CH:21][CH:22]=1. The yield is 0.280. (4) The reactants are [Na:1].[CH3:2][C:3]1[C:4]([CH2:20][S:21]([C:23]2[NH:27][C:26]3[CH:28]=[CH:29][CH:30]=[CH:31][C:25]=3[N:24]=2)=[O:22])=[N:5][CH:6]=[CH:7][C:8]=1[O:9][CH2:10][C:11]12[CH2:18][O:17][C:14]([CH3:19])([O:15][CH2:16]1)[O:13][CH2:12]2.[CH:32]1(C23OCC(CO)(CO2)CO3)C[CH2:33]1. No catalyst specified. The product is [Na:1].[CH:19]1([C:14]23[O:15][CH2:16][C:11]([CH2:10][O:9][C:8]4[CH:7]=[CH:6][N:5]=[C:4]([CH2:20][S:21]([C:23]5[NH:24][C:25]6[CH:31]=[CH:30][CH:29]=[CH:28][C:26]=6[N:27]=5)=[O:22])[C:3]=4[CH3:2])([CH2:12][O:13]2)[CH2:18][O:17]3)[CH2:33][CH2:32]1. The yield is 0.0320. (5) The reactants are [CH2:1]([C@H:8]([NH:19][C:20](=[O:30])[O:21][C@@H:22]1[C@H:29]2[C@H:25]([O:26][CH2:27][CH2:28]2)[O:24][CH2:23]1)[C@H:9]([OH:18])[CH2:10][NH:11][O:12][CH:13]([CH2:16][CH3:17])[CH2:14][CH3:15])[C:2]1[CH:7]=[CH:6][CH:5]=[CH:4][CH:3]=1.[N+:31]([C:34]1[CH:35]=[C:36]([S:40](Cl)(=[O:42])=[O:41])[CH:37]=[CH:38][CH:39]=1)([O-:33])=[O:32].C(N(C(C)C)CC)(C)C. The catalyst is O1CCCC1.CN(C1C=CC=CN=1)C. The product is [CH2:1]([C@H:8]([NH:19][C:20](=[O:30])[O:21][C@@H:22]1[C@H:29]2[C@H:25]([O:26][CH2:27][CH2:28]2)[O:24][CH2:23]1)[C@H:9]([OH:18])[CH2:10][N:11]([O:12][CH:13]([CH2:14][CH3:15])[CH2:16][CH3:17])[S:40]([C:36]1[CH:37]=[CH:38][CH:39]=[C:34]([N+:31]([O-:33])=[O:32])[CH:35]=1)(=[O:41])=[O:42])[C:2]1[CH:3]=[CH:4][CH:5]=[CH:6][CH:7]=1. The yield is 0.860. (6) The reactants are [C:1]([C:3]1[CH:4]=[C:5]([CH2:10][C:11]([OH:13])=[O:12])[CH:6]=[CH:7][C:8]=1[F:9])#[N:2].C(=O)([O-])[O-].[K+].[K+].[CH2:20](I)[CH3:21]. The catalyst is CN(C=O)C. The product is [CH2:20]([O:12][C:11](=[O:13])[CH2:10][C:5]1[CH:6]=[CH:7][C:8]([F:9])=[C:3]([C:1]#[N:2])[CH:4]=1)[CH3:21]. The yield is 0.870. (7) The reactants are [OH-].[Na+].CO.[CH3:5][O:6][C:7]([C:9]1[S:10][C:11]([CH2:14][CH2:15][CH2:16][C@H:17]2[CH2:21][CH2:20][C:19]([Cl:22])=[C:18]2[C:23]2[CH:28]=[CH:27][C:26]([C@H:29]([O:35]C(=O)C3C=CC([N+]([O-])=O)=CC=3)[CH2:30][CH2:31][CH2:32][CH2:33][CH3:34])=[CH:25][CH:24]=2)=[CH:12][CH:13]=1)=[O:8].Cl. The catalyst is C1COCC1. The product is [CH3:5][O:6][C:7]([C:9]1[S:10][C:11]([CH2:14][CH2:15][CH2:16][C@H:17]2[CH2:21][CH2:20][C:19]([Cl:22])=[C:18]2[C:23]2[CH:24]=[CH:25][C:26]([C@H:29]([OH:35])[CH2:30][CH2:31][CH2:32][CH2:33][CH3:34])=[CH:27][CH:28]=2)=[CH:12][CH:13]=1)=[O:8]. The yield is 0.820. (8) The reactants are [CH2:1]([C@@:8]12[CH2:21][CH2:20][C:19](=[O:22])[CH:18]=[C:17]1[CH2:16][CH2:15][C:14]1[CH:13]=[C:12]([C:23]([O:25][CH3:26])=[O:24])[CH:11]=[CH:10][C:9]2=1)[C:2]1[CH:7]=[CH:6][CH:5]=[CH:4][CH:3]=1.ClC(Cl)(Cl)C(O)=O.C([C@H]1N[C@@H](C2OC(C)=CC=2)N(C)C1=O)C1C=CC=CC=1.CC1NC(C)=C(C(OCC)=O)CC=1C(OCC)=O. The catalyst is C1(C)C=CC=CC=1. The product is [CH2:1]([C@@:8]12[CH2:21][CH2:20][C:19](=[O:22])[CH2:18][C@H:17]1[CH2:16][CH2:15][C:14]1[CH:13]=[C:12]([C:23]([O:25][CH3:26])=[O:24])[CH:11]=[CH:10][C:9]2=1)[C:2]1[CH:3]=[CH:4][CH:5]=[CH:6][CH:7]=1. The yield is 0.890.